Dataset: Catalyst prediction with 721,799 reactions and 888 catalyst types from USPTO. Task: Predict which catalyst facilitates the given reaction. (1) Reactant: [Cl:1][C:2]1[CH:31]=[CH:30][CH:29]=[C:28]([C:32]([F:35])([F:34])[F:33])[C:3]=1[C:4]([N:6]1[C:14]2[C:9](=[C:10]([F:15])[CH:11]=[CH:12][CH:13]=2)[C:8]([C:16]2[CH2:21][CH2:20][CH:19]([C:22]([O:24][CH2:25][CH3:26])=[O:23])[C:18](=[O:27])[CH:17]=2)=[N:7]1)=[O:5].[BH4-].[Na+]. Product: [Cl:1][C:2]1[CH:31]=[CH:30][CH:29]=[C:28]([C:32]([F:33])([F:35])[F:34])[C:3]=1[C:4]([N:6]1[C:14]2[C:9](=[C:10]([F:15])[CH:11]=[CH:12][CH:13]=2)[C:8]([C:16]2[CH2:21][CH2:20][CH:19]([C:22]([O:24][CH2:25][CH3:26])=[O:23])[CH:18]([OH:27])[CH:17]=2)=[N:7]1)=[O:5]. The catalyst class is: 5. (2) Reactant: [F:1][C:2]1[C:8]([F:9])=[CH:7][CH:6]=[CH:5][C:3]=1[NH2:4].Br[CH2:11][C:12]1[CH:21]=[CH:20][C:15]([C:16]([O:18][CH3:19])=[O:17])=[CH:14][CH:13]=1.CCN(C(C)C)C(C)C.O. Product: [F:1][C:2]1[C:8]([F:9])=[CH:7][CH:6]=[CH:5][C:3]=1[NH:4][CH2:11][C:12]1[CH:21]=[CH:20][C:15]([C:16]([O:18][CH3:19])=[O:17])=[CH:14][CH:13]=1. The catalyst class is: 10. (3) Reactant: [CH:1]([C:3]1[CH:4]=[N:5][CH:6]=[CH:7][C:8]=1[C:9]1[CH:10]=[C:11]([CH:14]=[CH:15][CH:16]=1)[C:12]#[N:13])=[O:2].[F:17][C:18]1[CH:19]=[C:20]([Mg]Br)[CH:21]=[CH:22][C:23]=1[F:24]. Product: [F:17][C:18]1[CH:19]=[C:20]([CH:1]([OH:2])[C:3]2[CH:4]=[N:5][CH:6]=[CH:7][C:8]=2[C:9]2[CH:10]=[C:11]([CH:14]=[CH:15][CH:16]=2)[C:12]#[N:13])[CH:21]=[CH:22][C:23]=1[F:24]. The catalyst class is: 1. (4) Reactant: I[C:2]1[C:3]([NH2:17])=[N:4][C:5](=[O:16])[N:6]([CH:15]=1)[C@@H:7]1[O:14][C@H:11]([CH2:12][OH:13])[C@@H:9]([OH:10])[CH2:8]1. Product: [C@@H:7]1([N:6]2[CH:15]=[CH:2][C:3]([NH2:17])=[N:4][C:5]2=[O:16])[O:14][C@H:11]([CH2:12][OH:13])[C@@H:9]([OH:10])[CH2:8]1. The catalyst class is: 10. (5) Reactant: [CH3:1][O:2][CH2:3][CH2:4][C:5]1[N:6]([C:14]2[CH:19]=[CH:18][C:17]([OH:20])=[CH:16][CH:15]=2)[C:7]2[C:12]([CH:13]=1)=[CH:11][CH:10]=[CH:9][CH:8]=2.Cl[CH2:22][CH2:23][CH2:24][N:25]1[CH2:29][CH2:28][CH2:27][CH2:26]1.[H-].[Na+].[I-].[Na+]. Product: [CH3:1][O:2][CH2:3][CH2:4][C:5]1[N:6]([C:14]2[CH:15]=[CH:16][C:17]([O:20][CH2:22][CH2:23][CH2:24][N:25]3[CH2:29][CH2:28][CH2:27][CH2:26]3)=[CH:18][CH:19]=2)[C:7]2[C:12]([CH:13]=1)=[CH:11][CH:10]=[CH:9][CH:8]=2. The catalyst class is: 9. (6) Product: [CH:1]1([C:4]2[C:8]3[CH2:9][CH2:10][C:11]4[N:12]=[C:13]([NH:16][C:17](=[O:19])[CH3:18])[S:14][C:15]=4[C:7]=3[N:6]([CH:20]3[CH2:21][CH2:22][N:23]([C:30]([N:51]4[CH2:52][CH2:53][N:48]([CH:45]([CH3:47])[CH3:46])[CH2:49][CH2:50]4)=[O:36])[CH2:24][CH2:25]3)[N:5]=2)[CH2:2][CH2:3]1. The catalyst class is: 489. Reactant: [CH:1]1([C:4]2[C:8]3[CH2:9][CH2:10][C:11]4[N:12]=[C:13]([NH:16][C:17](=[O:19])[CH3:18])[S:14][C:15]=4[C:7]=3[N:6]([CH:20]3[CH2:25][CH2:24][NH:23][CH2:22][CH2:21]3)[N:5]=2)[CH2:3][CH2:2]1.ClC(Cl)(O[C:30](=[O:36])OC(Cl)(Cl)Cl)Cl.C(N(CC)CC)C.[CH:45]([N:48]1[CH2:53][CH2:52][NH:51][CH2:50][CH2:49]1)([CH3:47])[CH3:46]. (7) Reactant: [CH3:1][C@H:2]1[C@@H:7]([CH3:8])[NH:6][CH2:5][CH2:4][NH:3]1.CS(O)(=O)=O.C([O-])(=O)C.[K+].Cl[C:20]([O:22][CH2:23][C:24]1[CH:29]=[CH:28][CH:27]=[CH:26][CH:25]=1)=[O:21]. Product: [CH3:1][C@H:2]1[C@@H:7]([CH3:8])[NH:6][CH2:5][CH2:4][N:3]1[C:20]([O:22][CH2:23][C:24]1[CH:29]=[CH:28][CH:27]=[CH:26][CH:25]=1)=[O:21]. The catalyst class is: 97.